From a dataset of Full USPTO retrosynthesis dataset with 1.9M reactions from patents (1976-2016). Predict the reactants needed to synthesize the given product. (1) Given the product [C:4]([O:3][CH2:2][O:49][C:37]1[CH:36]=[C:35]([C:16]2[O:17][C:18]3[C:23]([C:24](=[O:25])[C:15]=2[O:14][CH2:7][C:8]2[CH:9]=[CH:10][CH:11]=[CH:12][CH:13]=2)=[C:22]([OH:26])[CH:21]=[C:20]([O:27][CH2:28][C:29]2[CH:30]=[CH:31][CH:32]=[CH:33][CH:34]=2)[CH:19]=3)[CH:40]=[CH:39][C:38]=1[O:41][CH2:42][C:43]1[CH:44]=[CH:45][CH:46]=[CH:47][CH:48]=1)(=[O:6])[CH3:5], predict the reactants needed to synthesize it. The reactants are: Br[CH2:2][O:3][C:4](=[O:6])[CH3:5].[CH2:7]([O:14][C:15]1[C:24](=[O:25])[C:23]2[C:18](=[CH:19][C:20]([O:27][CH2:28][C:29]3[CH:34]=[CH:33][CH:32]=[CH:31][CH:30]=3)=[CH:21][C:22]=2[OH:26])[O:17][C:16]=1[C:35]1[CH:40]=[CH:39][C:38]([O:41][CH2:42][C:43]2[CH:48]=[CH:47][CH:46]=[CH:45][CH:44]=2)=[C:37]([OH:49])[CH:36]=1)[C:8]1[CH:13]=[CH:12][CH:11]=[CH:10][CH:9]=1.C(N(CC)CC)C. (2) Given the product [N:12]1([CH2:11][CH2:10][C:5]2[CH:6]=[CH:7][CH:8]=[CH:9][C:4]=2[NH2:1])[CH2:17][CH2:16][O:15][CH2:14][CH2:13]1, predict the reactants needed to synthesize it. The reactants are: [N+:1]([C:4]1[CH:9]=[CH:8][CH:7]=[CH:6][C:5]=1[CH2:10][CH2:11][N:12]1[CH2:17][CH2:16][O:15][CH2:14][CH2:13]1)([O-])=O.[H][H]. (3) Given the product [Cl:49][C:45]1[CH:44]=[C:43]2[NH:42][C:41](=[O:50])[C@@:40]3([C@H:29]([CH:30]=[C:31]([CH3:32])[CH3:33])[NH:28][C@@H:27]([C:26]([NH:25][C:24]4[CH:23]=[CH:22][C:16]([C:17]([O:19][CH2:20][CH3:21])=[O:18])=[CH:15][C:14]=4[O:13][CH3:12])=[O:34])[C@@H:39]3[C:38]3[CH:51]=[CH:52][CH:53]=[C:36]([Cl:35])[C:37]=3[F:54])[C:48]2=[CH:47][CH:46]=1, predict the reactants needed to synthesize it. The reactants are: C1CCN2C(=NCCC2)CC1.[CH3:12][O:13][C:14]1[CH:15]=[C:16]([CH:22]=[CH:23][C:24]=1[NH:25][C:26](=[O:34])[CH2:27]/[N:28]=[CH:29]/[CH:30]=[C:31]([CH3:33])[CH3:32])[C:17]([O:19][CH2:20][CH3:21])=[O:18].[Cl:35][C:36]1[C:37]([F:54])=[C:38]([CH:51]=[CH:52][CH:53]=1)/[CH:39]=[C:40]1/[C:41](=[O:50])[NH:42][C:43]2[C:48]/1=[CH:47][CH:46]=[C:45]([Cl:49])[CH:44]=2.CO. (4) Given the product [Cl:16][C:13]1[S:12][C:11]([C:8]([OH:10])([CH3:9])[CH2:1][S:2]([O:5][CH2:6][CH3:7])(=[O:4])=[O:3])=[CH:15][CH:14]=1, predict the reactants needed to synthesize it. The reactants are: [CH3:1][S:2]([O:5][CH2:6][CH3:7])(=[O:4])=[O:3].[C:8]([C:11]1[S:12][C:13]([Cl:16])=[CH:14][CH:15]=1)(=[O:10])[CH3:9]. (5) Given the product [C:19]([N:22]1[C:23]2[C:32](=[CH:31][C:26]([C:27]([O:29][CH3:30])=[O:28])=[C:25]([CH3:34])[CH:24]=2)[CH:33]=[N:13]1)(=[O:21])[CH3:20], predict the reactants needed to synthesize it. The reactants are: C(OC(=O)C)(=O)C.[Br-].C([NH3+:13])CCC.C([O-])(=O)C.[K+].[C:19]([NH:22][C:23]1[C:32]([CH3:33])=[CH:31][C:26]([C:27]([O:29][CH3:30])=[O:28])=[C:25]([CH3:34])[CH:24]=1)(=[O:21])[CH3:20].N(OCCC(C)C)=O. (6) Given the product [F:10][C:9]1[CH:8]=[C:7]2[C:4](=[CH:3][C:2]=1[CH3:1])[C:5](=[O:6])[N:18]([CH2:23][C:24]1[CH:25]=[CH:26][C:27]([O:30][CH3:31])=[CH:28][CH:29]=1)[CH:17]=[CH:16]2, predict the reactants needed to synthesize it. The reactants are: [CH3:1][C:2]1[CH:3]=[C:4]([CH:7]=[CH:8][C:9]=1[F:10])[CH:5]=[O:6].ClC1C=C2C([CH:16]=[CH:17][N:18]([CH2:23][C:24]3[CH:29]=[CH:28][C:27]([O:30][CH3:31])=[CH:26][CH:25]=3)C2=O)=CC=1F. (7) Given the product [N:1]([C:4]1[CH:5]=[CH:6][C:7]([CH3:30])=[C:8]([C:10]([C:12]2[CH:17]=[CH:16][C:15]([NH:18][C:19]3[CH:24]=[CH:23][CH:22]=[CH:21][C:20]=3[O:39][CH3:38])=[CH:14][C:13]=2[Cl:29])=[O:11])[CH:9]=1)=[N+:2]=[N-:3], predict the reactants needed to synthesize it. The reactants are: [N:1]([C:4]1[CH:5]=[CH:6][C:7]([CH3:30])=[C:8]([C:10]([C:12]2[CH:17]=[CH:16][C:15]([NH:18][C:19]3[CH:24]=[CH:23][C:22](C(F)(F)F)=[CH:21][CH:20]=3)=[CH:14][C:13]=2[Cl:29])=[O:11])[CH:9]=1)=[N+:2]=[N-:3].NC1C=CC(C)=C([C:38](C2C=CC(NC3C=CC=CC=3OC)=CC=2Cl)=[O:39])C=1. (8) The reactants are: [N+:1]([C:4]1[CH:5]=[C:6]2[C:10](=[CH:11][CH:12]=1)[CH2:9][C:8]1([C:16](=[O:17])[NH:15][C:14](=[O:18])[NH:13]1)[CH2:7]2)([O-])=O. Given the product [NH2:1][C:4]1[CH:5]=[C:6]2[C:10](=[CH:11][CH:12]=1)[CH2:9][C:8]1([C:16](=[O:17])[NH:15][C:14](=[O:18])[NH:13]1)[CH2:7]2, predict the reactants needed to synthesize it. (9) Given the product [CH:3]1([C:6]2[N:10]([CH3:11])[C:9]3[CH:12]=[C:13]([N:16]4[CH:21]=[CH:20][C:19]([O:22][CH2:25][C:26]5[CH:31]=[CH:30][CH:29]=[CH:28][C:27]=5[F:32])=[CH:18][C:17]4=[O:23])[CH:14]=[CH:15][C:8]=3[N:7]=2)[CH2:4][CH2:5]1, predict the reactants needed to synthesize it. The reactants are: [H-].[Na+].[CH:3]1([C:6]2[N:10]([CH3:11])[C:9]3[CH:12]=[C:13]([N:16]4[CH:21]=[CH:20][C:19]([OH:22])=[CH:18][C:17]4=[O:23])[CH:14]=[CH:15][C:8]=3[N:7]=2)[CH2:5][CH2:4]1.Br[CH2:25][C:26]1[CH:31]=[CH:30][CH:29]=[CH:28][C:27]=1[F:32]. (10) Given the product [O:26]1[C:25]2[CH:24]=[CH:23][C:22]([NH:27][C:28]([N:15]3[CH:16]=[CH:17][C:13]([C:11]([NH:10][C:8]4[CH:7]=[CH:6][C:5]5[O:1][CH2:2][O:3][C:4]=5[CH:9]=4)=[O:12])=[N:14]3)=[O:29])=[CH:21][C:20]=2[O:19][CH2:18]1, predict the reactants needed to synthesize it. The reactants are: [O:1]1[C:5]2[CH:6]=[CH:7][C:8]([NH:10][C:11]([C:13]3[CH:17]=[CH:16][NH:15][N:14]=3)=[O:12])=[CH:9][C:4]=2[O:3][CH2:2]1.[CH2:18]1[O:26][C:25]2[CH:24]=[CH:23][C:22]([N:27]=[C:28]=[O:29])=[CH:21][C:20]=2[O:19]1.